This data is from Reaction yield outcomes from USPTO patents with 853,638 reactions. The task is: Predict the reaction yield, written as a fraction of the theoretical maximum amount of product (1.0 means a 100% yield; for example, 0.34 means a 34% yield). The reactants are [C:1]1([CH:7]([C:18]2[CH:23]=[CH:22][CH:21]=[CH:20][CH:19]=2)[N:8](C2C=CC=CC=2)[C:9](=[O:11])[O-])[CH:6]=[CH:5][CH:4]=[CH:3][CH:2]=1.[CH2:24]([NH:27][C:28]1[N:33]=[C:32]([NH:34][CH2:35][CH2:36][CH3:37])[N:31]=[C:30]([N:38]2[CH2:43][CH2:42][NH:41][CH2:40][CH2:39]2)[N:29]=1)[CH2:25][CH3:26].C1CCN2C(=NCCC2)CC1. The catalyst is C1COCC1. The product is [C:18]1([CH:7]([NH:8][C:9]([N:41]2[CH2:40][CH2:39][N:38]([C:30]3[N:29]=[C:28]([NH:27][CH2:24][CH2:25][CH3:26])[N:33]=[C:32]([NH:34][CH2:35][CH2:36][CH3:37])[N:31]=3)[CH2:43][CH2:42]2)=[O:11])[C:1]2[CH:2]=[CH:3][CH:4]=[CH:5][CH:6]=2)[CH:19]=[CH:20][CH:21]=[CH:22][CH:23]=1. The yield is 0.523.